Task: Predict the reaction yield, written as a fraction of the theoretical maximum amount of product (1.0 means a 100% yield; for example, 0.34 means a 34% yield).. Dataset: Reaction yield outcomes from USPTO patents with 853,638 reactions (1) The reactants are C([O:8][N:9]1[C:18]2[C:13](=[CH:14][C:15]([C:19]3[CH:24]=[CH:23][CH:22]=[CH:21][C:20]=3[O:25][CH3:26])=[CH:16][N:17]=2)[C:12](OS(C(F)(F)F)(=O)=O)=[C:11]([C:35]([O:37][CH2:38][CH3:39])=[O:36])[C:10]1=[O:40])C1C=CC=CC=1.C(OC([NH:48][CH2:49][C:50]1[CH:55]=[CH:54][C:53]([C:56]2[CH:61]=[CH:60][CH:59]=[C:58](B(O)O)[CH:57]=2)=[CH:52][CH:51]=1)=O)(C)(C)C.C(=O)([O-])[O-].[Na+].[Na+].CCOC(C)=O. The catalyst is C1COCC1. The product is [NH2:48][CH2:49][C:50]1[CH:55]=[CH:54][C:53]([C:56]2[CH:57]=[CH:58][CH:59]=[C:60]([C:12]3[C:13]4[C:18](=[N:17][CH:16]=[C:15]([C:19]5[CH:24]=[CH:23][CH:22]=[CH:21][C:20]=5[O:25][CH3:26])[CH:14]=4)[N:9]([OH:8])[C:10](=[O:40])[C:11]=3[C:35]([O:37][CH2:38][CH3:39])=[O:36])[CH:61]=2)=[CH:52][CH:51]=1. The yield is 0.200. (2) The reactants are [C:1](O)(=[O:11])[C:2]1[C:3](=[CH:7][CH:8]=[CH:9][CH:10]=1)[C:4](O)=[O:5].[H-].[H-].[H-].[H-].[Li+].[Al+3].O.[OH-].[Na+]. The catalyst is C1COCC1. The product is [C:2]1([CH2:1][OH:11])[CH:10]=[CH:9][CH:8]=[CH:7][C:3]=1[CH2:4][OH:5]. The yield is 0.920. (3) The reactants are [F:1][C:2]1[CH:7]=[C:6]([C@@H:8]([CH3:11])[CH2:9][OH:10])[C:5]([O:12][CH3:13])=[CH:4][C:3]=1B(O)O.[NH2:17][C:18]1[CH:19]=[C:20]2[C:25](=[CH:26][CH:27]=1)[C:24]([N:28]([C:36]([O:38][C:39]([CH3:42])([CH3:41])[CH3:40])=[O:37])[C:29]([O:31][C:32]([CH3:35])([CH3:34])[CH3:33])=[O:30])=[N:23][CH:22]=[C:21]2F.O.[C:45]([OH:49])(=O)[CH:46]=O.Cl.[CH:51]1([S:54]([C:57]2[CH:63]=[CH:62][C:60]([NH2:61])=[CH:59][C:58]=2[CH2:64][NH:65][CH3:66])(=[O:56])=[O:55])[CH2:53][CH2:52]1.[F:67][P-](F)(F)(F)(F)F.N1(O[P+](N(C)C)(N(C)C)N(C)C)C2C=CC=CC=2N=N1. The catalyst is C(#N)C.CN(C=O)C.CCOC(C)=O. The product is [NH2:61][C:60]1[CH:62]=[CH:63][C:57]([S:54]([CH:51]2[CH2:53][CH2:52]2)(=[O:55])=[O:56])=[C:58]([CH2:64][N:65]([CH3:66])[C:45]([CH:46]([NH:17][C:18]2[CH:19]=[C:20]3[C:25](=[CH:26][C:27]=2[F:67])[C:24]([N:28]([C:29]([O:31][C:32]([CH3:35])([CH3:34])[CH3:33])=[O:30])[C:36](=[O:37])[O:38][C:39]([CH3:41])([CH3:42])[CH3:40])=[N:23][CH:22]=[CH:21]3)[C:3]2[CH:4]=[C:5]([O:12][CH3:13])[C:6]([C@@H:8]([CH3:11])[CH2:9][OH:10])=[CH:7][C:2]=2[F:1])=[O:49])[CH:59]=1. The yield is 0.561.